This data is from Peptide-MHC class II binding affinity with 134,281 pairs from IEDB. The task is: Regression. Given a peptide amino acid sequence and an MHC pseudo amino acid sequence, predict their binding affinity value. This is MHC class II binding data. The peptide sequence is VIDWLVSNQSVRNRQEGLY. The MHC is DRB1_0701 with pseudo-sequence DRB1_0701. The binding affinity (normalized) is 0.528.